From a dataset of Forward reaction prediction with 1.9M reactions from USPTO patents (1976-2016). Predict the product of the given reaction. Given the reactants [CH3:1][O:2][C:3]1[CH:4]=[C:5]([C:11]2[C@@H:20]3[C@@H:15]([CH2:16][CH2:17][CH2:18][CH2:19]3)[C:14](=[O:21])[N:13]([CH:22]3[CH2:27][CH2:26][N:25]([C:28](=[O:41])[C@H:29]([NH:33]C(=O)OC(C)(C)C)[CH:30]([CH3:32])[CH3:31])[CH2:24][CH2:23]3)[N:12]=2)[CH:6]=[CH:7][C:8]=1[O:9][CH3:10].[F:42][C:43]([F:48])([F:47])[C:44]([OH:46])=[O:45], predict the reaction product. The product is: [F:42][C:43]([F:48])([F:47])[C:44]([OH:46])=[O:45].[NH2:33][C@H:29]([CH:30]([CH3:32])[CH3:31])[C:28]([N:25]1[CH2:24][CH2:23][CH:22]([N:13]2[N:12]=[C:11]([C:5]3[CH:6]=[CH:7][C:8]([O:9][CH3:10])=[C:3]([O:2][CH3:1])[CH:4]=3)[C@@H:20]3[C@@H:15]([CH2:16][CH2:17][CH2:18][CH2:19]3)[C:14]2=[O:21])[CH2:27][CH2:26]1)=[O:41].